Predict the product of the given reaction. From a dataset of Forward reaction prediction with 1.9M reactions from USPTO patents (1976-2016). (1) Given the reactants [F:1][C:2]1[CH:3]=[CH:4][CH:5]=[C:6]2[C:10]=1[N:9]1[CH2:11][C:12](=[O:15])[CH2:13][CH2:14][C:8]1=[C:7]2[CH2:16][C:17]([O:19][CH2:20][CH3:21])=[O:18], predict the reaction product. The product is: [F:1][C:2]1[CH:3]=[CH:4][CH:5]=[C:6]2[C:10]=1[N:9]1[CH2:11][C@@H:12]([OH:15])[CH2:13][CH2:14][C:8]1=[C:7]2[CH2:16][C:17]([O:19][CH2:20][CH3:21])=[O:18]. (2) The product is: [CH2:20]([C:16]1[N:15]=[C:14]([C:12]2[S:4][C:3]3[CH:5]=[CH:6][CH:7]=[CH:8][C:2]=3[C:1](=[O:10])[N:13]=2)[CH:19]=[CH:18][CH:17]=1)[CH3:21]. Given the reactants [C:1]([O:10]C)(=O)[C:2]1[C:3](=[CH:5][CH:6]=[CH:7][CH:8]=1)[SH:4].[C:12]([C:14]1[CH:19]=[CH:18][CH:17]=[C:16]([CH2:20][CH3:21])[N:15]=1)#[N:13].C(N(CC)CC)C, predict the reaction product. (3) Given the reactants Cl.Cl[C:3]1[N:16]2[C:7](=[N:8][C:9]3[C:14]([C:15]2=[O:17])=[C:13]([F:18])[CH:12]=[CH:11][CH:10]=3)[C:6]2[CH:19]=[CH:20][N:21]([S:22]([C:25]3[CH:30]=[CH:29][C:28]([CH3:31])=[CH:27][CH:26]=3)(=[O:24])=[O:23])[C:5]=2[N:4]=1.[CH3:32][O:33][C:34]1[CH:35]=[C:36]2[C:40](=[CH:41][C:42]=1[NH2:43])[N:39]([C:44](=[O:51])[C@H:45]1[CH2:49][CH2:48][CH2:47][N:46]1[CH3:50])[CH2:38][CH2:37]2.C(=O)(O)[O-].[Na+].ClCCl, predict the reaction product. The product is: [F:18][C:13]1[CH:12]=[CH:11][CH:10]=[C:9]2[C:14]=1[C:15](=[O:17])[N:16]1[C:3]([NH:43][C:42]3[CH:41]=[C:40]4[C:36]([CH2:37][CH2:38][N:39]4[C:44](=[O:51])[C@H:45]4[CH2:49][CH2:48][CH2:47][N:46]4[CH3:50])=[CH:35][C:34]=3[O:33][CH3:32])=[N:4][C:5]3[N:21]([S:22]([C:25]4[CH:26]=[CH:27][C:28]([CH3:31])=[CH:29][CH:30]=4)(=[O:23])=[O:24])[CH:20]=[CH:19][C:6]=3[C:7]1=[N:8]2. (4) Given the reactants [F:1][C:2]1[CH:7]=[CH:6][C:5]([CH2:8][C:9]2[CH:18]=[C:17]3[C:12]([C:13]([OH:25])=[C:14]([C:20](OCC)=[O:21])[C:15](=[O:19])[NH:16]3)=[N:11][CH:10]=2)=[CH:4][CH:3]=1.[CH2:26]([CH2:28][NH2:29])[OH:27], predict the reaction product. The product is: [F:1][C:2]1[CH:7]=[CH:6][C:5]([CH2:8][C:9]2[CH:18]=[C:17]3[C:12]([C:13]([OH:25])=[C:14]([C:20]([NH:29][CH2:28][CH2:26][OH:27])=[O:21])[C:15](=[O:19])[NH:16]3)=[N:11][CH:10]=2)=[CH:4][CH:3]=1. (5) Given the reactants [NH2:1][CH:2]([C:4]1[CH:5]=[C:6]([C:20]2[N:25]=[C:24]([CH3:26])[N:23]=[C:22]([N:27](CC3C=CC(OC)=CC=3)CC3C=CC(OC)=CC=3)[N:21]=2)[C:7]([NH:10][C:11]2[CH:12]=[N:13][C:14]([O:18][CH3:19])=[C:15]([F:17])[CH:16]=2)=[N:8][CH:9]=1)[CH3:3].S(O)(C(F)(F)F)(=O)=O.FC(C(O)=O)(F)F.[OH-].[Na+], predict the reaction product. The product is: [NH2:1][CH:2]([C:4]1[CH:5]=[C:6]([C:20]2[N:25]=[C:24]([CH3:26])[N:23]=[C:22]([NH2:27])[N:21]=2)[C:7]([NH:10][C:11]2[CH:12]=[N:13][C:14]([O:18][CH3:19])=[C:15]([F:17])[CH:16]=2)=[N:8][CH:9]=1)[CH3:3]. (6) Given the reactants [Cl:1][C:2]1[CH:3]=[C:4]([NH:9][C:10]2[C:19]3[C:14](=[CH:15][C:16](F)=[C:17]([N+:20]([O-:22])=[O:21])[CH:18]=3)[N:13]=[CH:12][N:11]=2)[CH:5]=[CH:6][C:7]=1[F:8].[CH3:24][O-:25].[Na+], predict the reaction product. The product is: [Cl:1][C:2]1[CH:3]=[C:4]([NH:9][C:10]2[C:19]3[C:14](=[CH:15][C:16]([O:25][CH3:24])=[C:17]([N+:20]([O-:22])=[O:21])[CH:18]=3)[N:13]=[CH:12][N:11]=2)[CH:5]=[CH:6][C:7]=1[F:8]. (7) Given the reactants [NH:1]1[C:9]2[C:4](=[CH:5][CH:6]=[CH:7][CH:8]=2)[CH2:3][CH2:2]1.C(=O)([O-])[O-].[K+].[K+].[Cl:16][CH:17]([C:21]1[CH:26]=[CH:25][CH:24]=[CH:23][CH:22]=1)[C:18](Cl)=[O:19], predict the reaction product. The product is: [Cl:16][CH:17]([C:21]1[CH:26]=[CH:25][CH:24]=[CH:23][CH:22]=1)[C:18]([N:1]1[C:9]2[C:4](=[CH:5][CH:6]=[CH:7][CH:8]=2)[CH2:3][CH2:2]1)=[O:19].